This data is from Full USPTO retrosynthesis dataset with 1.9M reactions from patents (1976-2016). The task is: Predict the reactants needed to synthesize the given product. (1) Given the product [NH2:12][C:46]1[CH2:45][CH2:44][C:43]([F:50])([F:49])[C@:42]([C:40]2[CH:41]=[C:36]([NH:35][C:8](=[O:10])[C:5]3[CH:4]=[CH:3][C:2]([Cl:1])=[CH:7][N:6]=3)[CH:37]=[CH:38][C:39]=2[F:54])([CH:51]([F:53])[F:52])[N:47]=1, predict the reactants needed to synthesize it. The reactants are: [Cl:1][C:2]1[CH:3]=[CH:4][C:5]([C:8]([OH:10])=O)=[N:6][CH:7]=1.C[N:12](C(ON1N=NC2C=CC=NC1=2)=[N+](C)C)C.F[P-](F)(F)(F)(F)F.[NH2:35][C:36]1[CH:37]=[CH:38][C:39]([F:54])=[C:40]([C@@:42]2([CH:51]([F:53])[F:52])[NH:47][C:46](=S)[CH2:45][CH2:44][C:43]2([F:50])[F:49])[CH:41]=1.C(N(CC)C(C)C)(C)C.[NH4+].[Cl-]. (2) Given the product [CH3:18][NH:17][C:5]1[C:4]([NH2:1])=[CH:9][C:8]([C:10]([F:11])([F:13])[F:12])=[CH:7][C:6]=1[NH2:14], predict the reactants needed to synthesize it. The reactants are: [N+:1]([C:4]1[CH:9]=[C:8]([C:10]([F:13])([F:12])[F:11])[CH:7]=[C:6]([N+:14]([O-])=O)[C:5]=1[NH:17][CH3:18])([O-])=O.C(O)(=O)C. (3) Given the product [Cl:1][C:2]1[CH:3]=[CH:4][C:5]([CH2:6][N:7]2[C:15]3[C:14](=[O:16])[N:13]([CH2:17][CH2:18][CH2:19][O:20][CH:21]4[CH2:26][CH2:25][CH2:24][CH2:23][O:22]4)[C:12](=[O:27])[N:11]([CH3:28])[C:10]=3[N:9]=[C:8]2[S:29][CH2:33][C:34]2[CH:39]=[CH:38][CH:37]=[C:36]([O:40][C:41]([F:42])([F:43])[F:44])[CH:35]=2)=[CH:30][CH:31]=1, predict the reactants needed to synthesize it. The reactants are: [Cl:1][C:2]1[CH:31]=[CH:30][C:5]([CH2:6][N:7]2[C:15]3[C:14](=[O:16])[N:13]([CH2:17][CH2:18][CH2:19][O:20][CH:21]4[CH2:26][CH2:25][CH2:24][CH2:23][O:22]4)[C:12](=[O:27])[N:11]([CH3:28])[C:10]=3[N:9]=[C:8]2[SH:29])=[CH:4][CH:3]=1.Br[CH2:33][C:34]1[CH:39]=[CH:38][CH:37]=[C:36]([O:40][C:41]([F:44])([F:43])[F:42])[CH:35]=1.C(=O)([O-])[O-].[K+].[K+].